From a dataset of Forward reaction prediction with 1.9M reactions from USPTO patents (1976-2016). Predict the product of the given reaction. (1) Given the reactants CN(C(ON1N=NC2C=CC=NC1=2)=[N+](C)C)C.F[P-](F)(F)(F)(F)F.[NH2:25][CH2:26][C:27]1[C:28]([F:44])=[C:29]([O:34][C:35]2[CH:36]=[C:37]([CH:40]=[C:41]([Cl:43])[CH:42]=2)[C:38]#[N:39])[C:30]([Cl:33])=[CH:31][CH:32]=1.[CH3:45][C:46]([O:49][C:50]([NH:52][C:53]1[CH:54]=[CH:55][CH:56]=[C:57]2[C:61]=1[NH:60][C:59]([C:62](O)=[O:63])=[CH:58]2)=[O:51])([CH3:48])[CH3:47].CCN(C(C)C)C(C)C, predict the reaction product. The product is: [Cl:33][C:30]1[CH:31]=[CH:32][C:27]([CH2:26][NH:25][C:62]([C:59]2[NH:60][C:61]3[C:57]([CH:58]=2)=[CH:56][CH:55]=[CH:54][C:53]=3[NH:52][C:50](=[O:51])[O:49][C:46]([CH3:47])([CH3:45])[CH3:48])=[O:63])=[C:28]([F:44])[C:29]=1[O:34][C:35]1[CH:36]=[C:37]([C:38]#[N:39])[CH:40]=[C:41]([Cl:43])[CH:42]=1. (2) The product is: [N:1]([C:2]1[C:3]([O:12][CH3:13])=[CH:4][C:5]([CH3:11])=[C:6]([CH:10]=1)[C:7]([NH2:9])=[O:8])=[C:28]=[S:29]. Given the reactants [NH2:1][C:2]1[C:3]([O:12][CH3:13])=[CH:4][C:5]([CH3:11])=[C:6]([CH:10]=1)[C:7]([NH2:9])=[O:8].C(OC1C=CC(C(N)=O)=CC=1N=[C:28]=[S:29])(C)C, predict the reaction product. (3) Given the reactants [Br:1][C:2]1[CH:3]=[C:4]([CH2:9][CH2:10][C:11]([OH:13])=O)[CH:5]=[CH:6][C:7]=1[F:8].CN(C)C=O.C(Cl)(=O)C([Cl:22])=O, predict the reaction product. The product is: [Br:1][C:2]1[CH:3]=[C:4]([CH2:9][CH2:10][C:11]([Cl:22])=[O:13])[CH:5]=[CH:6][C:7]=1[F:8]. (4) Given the reactants [CH3:1][O:2][C:3]1[CH:4]=[C:5]([CH2:11][CH2:12][C:13]2[CH:18]=[CH:17][C:16]([NH2:19])=[CH:15][CH:14]=2)[CH:6]=[CH:7][C:8]=1[O:9][CH3:10].Cl[C:21]1[CH:29]=[CH:28][CH:27]=[CH:26][C:22]=1[C:23]([OH:25])=[O:24].C(=O)([O-])[O-].[K+].[K+], predict the reaction product. The product is: [CH3:1][O:2][C:3]1[CH:4]=[C:5]([CH2:11][CH2:12][C:13]2[CH:14]=[CH:15][C:16]([NH:19][C:21]3[CH:29]=[CH:28][CH:27]=[CH:26][C:22]=3[C:23]([OH:25])=[O:24])=[CH:17][CH:18]=2)[CH:6]=[CH:7][C:8]=1[O:9][CH3:10]. (5) Given the reactants [CH2:1]([C@H:4]([C:19]([O:21][CH3:22])=[O:20])[CH2:5][C@@H:6]([C:15]([O:17][CH3:18])=[O:16])[NH:7][C:8]([O:10][C:11]([CH3:14])([CH3:13])[CH3:12])=[O:9])[CH:2]=[CH2:3].[OH-:23].[Na+].OO, predict the reaction product. The product is: [C:11]([O:10][C:8]([NH:7][C@H:6]([C:15]([O:17][CH3:18])=[O:16])[CH2:5][C@H:4]([CH2:1][CH2:2][CH2:3][OH:23])[C:19]([O:21][CH3:22])=[O:20])=[O:9])([CH3:14])([CH3:13])[CH3:12]. (6) Given the reactants [Cl:1][C:2](Cl)(Cl)[C:3](Cl)(Cl)Cl.C[C:10]1[CH:15]=[CH:14][C:13]([P:16]([C:24]2[CH:29]=[CH:28][C:27](C)=[CH:26][CH:25]=2)C2C=CC(C)=CC=2)=C[CH:11]=1.[C:31]1([CH3:37])[CH:36]=[CH:35][CH:34]=[CH:33][CH:32]=1.[C:38](#N)C, predict the reaction product. The product is: [Cl-:1].[Cl-:1].[C:2]1([CH3:3])[CH:11]=[CH:10][CH:15]=[CH:14][C:13]=1[P:16]([C:24]1[CH:25]=[CH:26][CH:27]=[CH:28][C:29]=1[CH3:38])[C:32]1[CH:33]=[CH:34][CH:35]=[CH:36][C:31]=1[CH3:37]. (7) The product is: [CH3:27][N:18]1[CH2:19][CH2:20][C:16]([CH2:21][C:22]([O:24][CH2:25][CH3:26])=[O:23])([NH:15][S:12]([C:9]2[CH:10]=[CH:11][C:6]([CH2:1][CH2:2][CH2:3][CH2:4][CH3:5])=[CH:7][CH:8]=2)(=[O:13])=[O:14])[CH2:17]1. Given the reactants [CH2:1]([C:6]1[CH:11]=[CH:10][C:9]([S:12]([NH:15][C:16]2([CH2:21][C:22]([O:24][CH2:25][CH3:26])=[O:23])[CH2:20][CH2:19][NH:18][CH2:17]2)(=[O:14])=[O:13])=[CH:8][CH:7]=1)[CH2:2][CH2:3][CH2:4][CH3:5].[CH2:27]=O, predict the reaction product.